The task is: Binary Classification. Given a drug SMILES string, predict its activity (active/inactive) in a high-throughput screening assay against a specified biological target.. This data is from Choline transporter screen with 302,306 compounds. (1) The compound is O1C2(C(O)(C3(C(C(CCC3O)(C)C)C(OC(=O)C)C2O)C)C(=O)CC1(C)C=C)C. The result is 1 (active). (2) The drug is n12[nH]cnc2=NC2=C(C1c1ccccc1)CCCC2. The result is 0 (inactive). (3) The molecule is S(=O)(=O)(NC1=NCCC1)c1cc(NS(=O)(=O)c2cc(ccc2)C(=O)C)ccc1. The result is 0 (inactive). (4) The drug is Clc1ccc(C(=O)Nc2nn(c3ccccc3)cc2)cc1. The result is 0 (inactive). (5) The drug is O=C1Nc2n(c(=O)n(c(=O)c2C1CC(=O)Nc1ccc(cc1)CC)C)C. The result is 0 (inactive). (6) The molecule is O=C(N1CC(CC(C1)C)C)CCc1n2nc(N3CCCCC3)ccc2nn1. The result is 0 (inactive). (7) The molecule is FC(F)(F)COc1nnc(n2ccnc2)cc1. The result is 0 (inactive). (8) The compound is Clc1ccc(NC(=O)COC(=O)c2cc(S(=O)(=O)NC)ccc2)nc1. The result is 0 (inactive). (9) The drug is O1\C(C(N2CCOCC2)c2c1ccc([N+]([O-])=O)c2)=C/COc1ccc([N+]([O-])=O)cc1. The result is 0 (inactive).